Dataset: Forward reaction prediction with 1.9M reactions from USPTO patents (1976-2016). Task: Predict the product of the given reaction. (1) Given the reactants [NH:1]1[CH2:5][CH2:4][CH2:3][CH2:2]1.C(N(CC)CC)C.Br[CH2:14][C:15]1[CH:20]=[CH:19][C:18]([N+:21]([O-:23])=[O:22])=[C:17]([O:24][CH3:25])[CH:16]=1, predict the reaction product. The product is: [CH3:25][O:24][C:17]1[CH:16]=[C:15]([CH:20]=[CH:19][C:18]=1[N+:21]([O-:23])=[O:22])[CH2:14][N:1]1[CH2:5][CH2:4][CH2:3][CH2:2]1. (2) Given the reactants [C:1]([O:5][C:6](=[O:13])[CH2:7][O:8][CH2:9][CH2:10][CH2:11][OH:12])([CH3:4])([CH3:3])[CH3:2].C(N(CC)CC)C.[Cl-].[NH4+], predict the reaction product. The product is: [C:1]([O:5][C:6](=[O:13])[CH2:7][O:8][CH2:9][CH2:10][CH:11]=[O:12])([CH3:4])([CH3:2])[CH3:3].